From a dataset of Cav3 T-type calcium channel HTS with 100,875 compounds. Binary Classification. Given a drug SMILES string, predict its activity (active/inactive) in a high-throughput screening assay against a specified biological target. (1) The molecule is O=C1N(CC(C1)C(=O)NCc1cccnc1)CCc1ccccc1. The result is 0 (inactive). (2) The drug is S(=O)(=O)(N1CCC(CC1)C(=O)NCCc1cc(ccc1)C)c1c2nsnc2ccc1. The result is 0 (inactive). (3) The result is 0 (inactive). The drug is O1CCN(CC1)c1ccc(cc1)/C=N\Nc1ccccc1. (4) The molecule is S(CC(=O)c1sccc1)c1n(nnn1)C. The result is 0 (inactive). (5) The molecule is OC1(c2c(N(C1=O)C)cccc2)CC(=O)c1cc(C(C)C)ccc1C. The result is 0 (inactive). (6) The molecule is O=C(C1CC1)CC(C(C(OCC)=O)C(OCC)=O)c1ccccc1. The result is 0 (inactive).